This data is from Reaction yield outcomes from USPTO patents with 853,638 reactions. The task is: Predict the reaction yield, written as a fraction of the theoretical maximum amount of product (1.0 means a 100% yield; for example, 0.34 means a 34% yield). (1) The yield is 0.260. The product is [C:34]([C:36]([CH3:41])([CH3:40])[C:37]([N:6]1[CH2:7][C@H:3]([CH2:1][CH3:2])[C@H:4]([NH:8][C:9]2[C:10]3[N:11]([CH:18]=[C:19]([C:21]4[CH:22]=[N:23][C:24]([CH2:27][NH:28][C:29](=[O:33])[CH2:30][O:31][CH3:32])=[CH:25][CH:26]=4)[CH:20]=3)[N:12]=[CH:13][C:14]=2[C:15]([NH2:17])=[O:16])[CH2:5]1)=[O:38])#[N:35]. The catalyst is CN(C=O)C. The reactants are [CH2:1]([C@H:3]1[CH2:7][NH:6][CH2:5][C@H:4]1[NH:8][C:9]1[C:10]2[N:11]([CH:18]=[C:19]([C:21]3[CH:22]=[N:23][C:24]([CH2:27][NH:28][C:29](=[O:33])[CH2:30][O:31][CH3:32])=[CH:25][CH:26]=3)[CH:20]=2)[N:12]=[CH:13][C:14]=1[C:15]([NH2:17])=[O:16])[CH3:2].[C:34]([C:36]([CH3:41])([CH3:40])[C:37](O)=[O:38])#[N:35].F[P-](F)(F)(F)(F)F.N1(O[P+](N(C)C)(N(C)C)N(C)C)C2C=CC=CC=2N=N1.CCN(C(C)C)C(C)C. (2) The reactants are Br[C:2]1[CH:7]=[CH:6][CH:5]=[CH:4][C:3]=1[C:8]([OH:11])([CH3:10])[CH3:9].C([Li])CCC.C([O:20][B:21](OC(C)C)OC(C)C)(C)C.Cl. The catalyst is C1COCC1. The product is [CH3:9][C:8]1([CH3:10])[O:11][B:21]([OH:20])[C:2]2[CH:7]=[CH:6][CH:5]=[CH:4][C:3]1=2. The yield is 0.400. (3) The reactants are [NH2:1][C:2]1[C:7]([CH2:8][OH:9])=[CH:6][CH:5]=[CH:4][N:3]=1.C1C(=O)N([Br:17])C(=O)C1. The catalyst is C(Cl)Cl. The product is [NH2:1][C:2]1[C:7]([CH2:8][OH:9])=[CH:6][C:5]([Br:17])=[CH:4][N:3]=1. The yield is 0.780. (4) The product is [F:1][C:2]1[CH:7]=[CH:6][CH:5]=[C:4]([F:8])[C:3]=1[N:9]1[C:14]2[N:15]=[C:16]([N:40]3[CH2:41][CH2:42][N:37]([CH3:36])[CH2:38][CH2:39]3)[N:17]=[C:18]([C:19]3[CH:20]=[C:21]([CH:28]=[CH:29][C:30]=3[CH3:31])[C:22]([NH:24][CH:25]([CH3:27])[CH3:26])=[O:23])[C:13]=2[CH2:12][NH:11][C:10]1=[O:35]. The reactants are [F:1][C:2]1[CH:7]=[CH:6][CH:5]=[C:4]([F:8])[C:3]=1[N:9]1[C:14]2[N:15]=[C:16](S(C)=O)[N:17]=[C:18]([C:19]3[CH:20]=[C:21]([CH:28]=[CH:29][C:30]=3[CH3:31])[C:22]([NH:24][CH:25]([CH3:27])[CH3:26])=[O:23])[C:13]=2[CH2:12][NH:11][C:10]1=[O:35].[CH3:36][N:37]1[CH2:42][CH2:41][NH:40][CH2:39][CH2:38]1. The yield is 0.900. The catalyst is C(Cl)Cl. (5) The reactants are [F:1][C:2]([F:15])([F:14])[S:3][C:4]1[CH:5]=[C:6]([CH2:10][C:11]([OH:13])=[O:12])[CH:7]=[CH:8][CH:9]=1.[CH3:16]O. The catalyst is S(=O)(=O)(O)O. The product is [CH3:16][O:12][C:11](=[O:13])[CH2:10][C:6]1[CH:7]=[CH:8][CH:9]=[C:4]([S:3][C:2]([F:14])([F:1])[F:15])[CH:5]=1. The yield is 0.990.